From a dataset of Reaction yield outcomes from USPTO patents with 853,638 reactions. Predict the reaction yield, written as a fraction of the theoretical maximum amount of product (1.0 means a 100% yield; for example, 0.34 means a 34% yield). (1) The reactants are [Cl:1][C:2]1[CH:3]=[C:4]([CH:24]=[CH:25][C:26]=1[S:27][C:28]1[NH:29][CH:30]=[CH:31][N:32]=1)[NH:5][C:6]1[C:15]2[C:10](=[CH:11][CH:12]=[CH:13][C:14]=2[O:16][CH:17]2[CH2:22][CH2:21][N:20]([CH3:23])[CH2:19][CH2:18]2)[N:9]=[CH:8][N:7]=1.Br[CH2:34][C:35]([O:37][C:38]([CH3:41])([CH3:40])[CH3:39])=[O:36]. No catalyst specified. The product is [C:38]([O:37][C:35]([CH2:34][N:29]1[CH:30]=[CH:31][N:32]=[C:28]1[S:27][C:26]1[CH:25]=[CH:24][C:4]([NH:5][C:6]2[C:15]3[C:10](=[CH:11][CH:12]=[CH:13][C:14]=3[O:16][CH:17]3[CH2:22][CH2:21][N:20]([CH3:23])[CH2:19][CH2:18]3)[N:9]=[CH:8][N:7]=2)=[CH:3][C:2]=1[Cl:1])=[O:36])([CH3:41])([CH3:40])[CH3:39]. The yield is 0.440. (2) The reactants are [CH2:1]([CH:3]1[CH2:7][N:6]([C:8]([NH:10][CH2:11][CH3:12])=[NH:9])[N:5]=[CH:4]1)[CH3:2].CCN(C(C)C)C(C)C.Cl[S:23]([C:26]1[CH:34]=[CH:33][C:29]([C:30]([OH:32])=[O:31])=[CH:28][CH:27]=1)(=[O:25])=[O:24]. The catalyst is C(Cl)Cl. The product is [CH2:11]([NH:10][C:8](=[N:9][S:23]([C:26]1[CH:27]=[CH:28][C:29]([C:30]([OH:32])=[O:31])=[CH:33][CH:34]=1)(=[O:25])=[O:24])[N:6]1[CH2:7][CH:3]([CH2:1][CH3:2])[CH:4]=[N:5]1)[CH3:12]. The yield is 0.0400. (3) The reactants are [C:1]([NH:3][C:4](=[N:12][C:13]1[CH:18]=[CH:17][C:16]([O:19][CH3:20])=[C:15]([O:21][CH3:22])[CH:14]=1)OC1C=CC=CC=1)#[N:2].Cl.[NH:24]([C:26]1[CH:33]=[CH:32][C:29]([C:30]#[N:31])=[CH:28][CH:27]=1)[NH2:25].C(N(CC)CC)C. The catalyst is C(O)(C)C.CN(C)C1C=CN=CC=1. The product is [NH2:2][C:1]1[N:24]([C:26]2[CH:33]=[CH:32][C:29]([C:30]#[N:31])=[CH:28][CH:27]=2)[N:25]=[C:4]([NH:12][C:13]2[CH:18]=[CH:17][C:16]([O:19][CH3:20])=[C:15]([O:21][CH3:22])[CH:14]=2)[N:3]=1. The yield is 0.0750. (4) The catalyst is C(Cl)Cl.CN(C)C=O.O1CCCC1. The reactants are [CH:1]1([CH2:6][CH:7]([C:11]2[CH:16]=[CH:15][C:14]([O:17][CH3:18])=[C:13]([O:19][CH3:20])[CH:12]=2)[C:8]([OH:10])=O)[CH2:5][CH2:4][CH2:3][CH2:2]1.C(Cl)(=O)C(Cl)=O.[NH2:27][C:28]1[S:29][CH:30]=[CH:31][N:32]=1.C(N(CC)C(C)C)(C)C. The yield is 1.00. The product is [CH:1]1([CH2:6][CH:7]([C:11]2[CH:16]=[CH:15][C:14]([O:17][CH3:18])=[C:13]([O:19][CH3:20])[CH:12]=2)[C:8]([NH:27][C:28]2[S:29][CH:30]=[CH:31][N:32]=2)=[O:10])[CH2:2][CH2:3][CH2:4][CH2:5]1. (5) The reactants are [Br:1][C:2]1[CH:3]=[C:4](I)[CH:5]=[CH:6][CH:7]=1.[C:9]1([C:18]2[CH:23]=[CH:22][CH:21]=[CH:20][CH:19]=2)[CH:14]=[CH:13][CH:12]=[C:11](B(O)O)[CH:10]=1.C(=O)([O-])[O-].[Na+].[Na+]. The catalyst is C1(C)C=CC=CC=1. The product is [Br:1][C:2]1[CH:3]=[C:4]([C:20]2[CH:21]=[CH:22][CH:23]=[C:18]([C:9]3[CH:14]=[CH:13][CH:12]=[CH:11][CH:10]=3)[CH:19]=2)[CH:5]=[CH:6][CH:7]=1. The yield is 0.960. (6) The catalyst is CO.CCOC(C)=O.ClCCl. The yield is 0.700. The reactants are C(OC(C1N=C(C2C([NH:21][C:22](=[O:31])[C:23]3[C:28](F)=[CH:27][CH:26]=[CH:25][C:24]=3F)=CN(C3CCCCO3)N=2)N(O)C=1C(F)(F)F)=O)C.[OH-].[Na+].C(Cl)CCl.C1C=CC2N(O)N=NC=2C=1.N1CCOCC1. The product is [C:22]([NH2:21])(=[O:31])[C:23]1[CH:28]=[CH:27][CH:26]=[CH:25][CH:24]=1. (7) The reactants are Cl.[NH:2]1[CH2:5][CH:4]([C:6]2[C:11]([Cl:12])=[N:10][CH:9]=[CH:8][N:7]=2)[CH2:3]1.Cl[C:14]1[N:23]=[CH:22][C:21]2[C:16](=[CH:17][CH:18]=[CH:19][CH:20]=2)[N:15]=1.C(=O)([O-])[O-].[Cs+].[Cs+]. The catalyst is CN(C=O)C.O. The product is [Cl:12][C:11]1[C:6]([CH:4]2[CH2:5][N:2]([C:14]3[N:23]=[CH:22][C:21]4[C:16](=[CH:17][CH:18]=[CH:19][CH:20]=4)[N:15]=3)[CH2:3]2)=[N:7][CH:8]=[CH:9][N:10]=1. The yield is 0.470. (8) The reactants are Cl[C:2]1[N:7]=[C:6]([C:8]2[N:12]3[CH:13]=[CH:14][CH:15]=[CH:16][C:11]3=[N:10][C:9]=2[C:17]2[CH:18]=[CH:19][C:20]([O:34][CH3:35])=[C:21]([CH:33]=2)[C:22]([NH:24][C:25]2[C:30]([F:31])=[CH:29][CH:28]=[CH:27][C:26]=2[F:32])=[O:23])[CH:5]=[CH:4][N:3]=1.[CH2:36]([C:38]1[C:39]([N:47]2[CH2:52][CH2:51][CH:50]([N:53]3[CH2:58][CH2:57][N:56]([S:59]([CH3:62])(=[O:61])=[O:60])[CH2:55][CH2:54]3)[CH2:49][CH2:48]2)=[CH:40][C:41]([O:45][CH3:46])=[C:42]([CH:44]=1)[NH2:43])[CH3:37].Cl. The catalyst is C(O)C(F)(F)F. The product is [F:32][C:26]1[CH:27]=[CH:28][CH:29]=[C:30]([F:31])[C:25]=1[NH:24][C:22](=[O:23])[C:21]1[CH:33]=[C:17]([C:9]2[N:10]=[C:11]3[CH:16]=[CH:15][CH:14]=[CH:13][N:12]3[C:8]=2[C:6]2[CH:5]=[CH:4][N:3]=[C:2]([NH:43][C:42]3[CH:44]=[C:38]([CH2:36][CH3:37])[C:39]([N:47]4[CH2:48][CH2:49][CH:50]([N:53]5[CH2:54][CH2:55][N:56]([S:59]([CH3:62])(=[O:61])=[O:60])[CH2:57][CH2:58]5)[CH2:51][CH2:52]4)=[CH:40][C:41]=3[O:45][CH3:46])[N:7]=2)[CH:18]=[CH:19][C:20]=1[O:34][CH3:35]. The yield is 0.560. (9) The reactants are [C:1]1(=[O:12])[C:10]2[C:5](=[CH:6][CH:7]=[CH:8][CH:9]=2)[CH:4]=[CH:3][C:2]1=[O:11].[OH:13][C:14]1([CH2:27][SH:28])[CH2:19][CH2:18][N:17]([C:20]([O:22][C:23]([CH3:26])([CH3:25])[CH3:24])=[O:21])[CH2:16][CH2:15]1.C(N(CC)CC)C. The catalyst is C(#N)C. The product is [O:11]=[C:2]1[C:1](=[O:12])[C:10]2[C:5](=[CH:6][CH:7]=[CH:8][CH:9]=2)[C:4]([S:28][CH2:27][C:14]2([OH:13])[CH2:15][CH2:16][N:17]([C:20]([O:22][C:23]([CH3:25])([CH3:24])[CH3:26])=[O:21])[CH2:18][CH2:19]2)=[CH:3]1. The yield is 0.290. (10) The reactants are Br[C:2]1[CH:3]=[CH:4][C:5]2[O:11][CH2:10][CH2:9][N:8]3[CH:12]=[C:13]([C:15]4[N:19]([CH:20]([CH3:22])[CH3:21])[N:18]=[C:17]([NH2:23])[N:16]=4)[N:14]=[C:7]3[C:6]=2[CH:24]=1.[N:25]1[CH:30]=[C:29](B(O)O)[CH:28]=[N:27][CH:26]=1.C([O-])([O-])=O.[Cs+].[Cs+].O. The catalyst is O1CCOCC1. The product is [CH:20]([N:19]1[C:15]([C:13]2[N:14]=[C:7]3[C:6]4[CH:24]=[C:2]([C:29]5[CH:30]=[N:25][CH:26]=[N:27][CH:28]=5)[CH:3]=[CH:4][C:5]=4[O:11][CH2:10][CH2:9][N:8]3[CH:12]=2)=[N:16][C:17]([NH2:23])=[N:18]1)([CH3:22])[CH3:21]. The yield is 0.169.